From a dataset of Forward reaction prediction with 1.9M reactions from USPTO patents (1976-2016). Predict the product of the given reaction. (1) Given the reactants [O:1]=[S:2]1(=[O:29])[CH2:7][CH2:6][N:5]([C:8]([C:10]2[N:11]([CH:26]([CH3:28])[CH3:27])[C:12]3[C:17]([CH:18]=2)=[CH:16][C:15]([O:19][CH:20]2[CH2:25][CH2:24][NH:23][CH2:22][CH2:21]2)=[CH:14][CH:13]=3)=[O:9])[CH2:4][CH2:3]1.C(O)(=O)C.[CH2:34]1[CH2:37][CH2:36][CH2:35]1.C(O[BH-](OC(=O)C)OC(=O)C)(=O)C.[Na+], predict the reaction product. The product is: [CH:34]1([N:23]2[CH2:24][CH2:25][CH:20]([O:19][C:15]3[CH:16]=[C:17]4[C:12](=[CH:13][CH:14]=3)[N:11]([CH:26]([CH3:27])[CH3:28])[C:10]([C:8]([N:5]3[CH2:6][CH2:7][S:2](=[O:1])(=[O:29])[CH2:3][CH2:4]3)=[O:9])=[CH:18]4)[CH2:21][CH2:22]2)[CH2:37][CH2:36][CH2:35]1. (2) Given the reactants Cl[C:2]1[CH:11]=[C:10]2[C:5]([CH:6]=[C:7]([C:13]3[CH:18]=[CH:17][CH:16]=[CH:15][C:14]=3[C:19]([F:22])([F:21])[F:20])[NH:8][C:9]2=[O:12])=[CH:4][CH:3]=1.C(P(C(C)(C)C)C1C=CC=CC=1C1C=CC=CC=1)(C)(C)C.CC(C)([O-])C.[Na+].[NH:50]1[CH2:54][CH2:53][CH2:52][CH2:51]1, predict the reaction product. The product is: [N:50]1([C:2]2[CH:11]=[C:10]3[C:5]([CH:6]=[C:7]([C:13]4[CH:18]=[CH:17][CH:16]=[CH:15][C:14]=4[C:19]([F:22])([F:21])[F:20])[NH:8][C:9]3=[O:12])=[CH:4][CH:3]=2)[CH2:54][CH2:53][CH2:52][CH2:51]1. (3) Given the reactants [NH:1]([C:3]1[N:8]([CH2:9][CH:10]([CH3:12])[CH3:11])[C:7](=[O:13])[N:6]([CH3:14])[C:5](=[O:15])[CH:4]=1)[NH2:2].[Br:16][C:17]1[CH:18]=[C:19]2[C:23](=[CH:24][CH:25]=1)[NH:22][CH:21]=[C:20]2[CH:26]=O.[CH:28]([C:30]1[N:34]([CH3:35])[CH:33]=[C:32]([C:36]([O:38][CH3:39])=[O:37])[CH:31]=1)=O, predict the reaction product. The product is: [Br:16][C:17]1[CH:18]=[C:19]2[C:23](=[CH:24][CH:25]=1)[NH:22][CH:21]=[C:20]2[CH2:26][N:2]1[C:28]([C:30]2[N:34]([CH3:35])[CH:33]=[C:32]([C:36]([O:38][CH3:39])=[O:37])[CH:31]=2)=[C:4]2[C:3]([N:8]([CH2:9][CH:10]([CH3:11])[CH3:12])[C:7](=[O:13])[N:6]([CH3:14])[C:5]2=[O:15])=[N:1]1. (4) Given the reactants CN1CCNCC1.C(OC1C=CC(S(N(CCC[Cl:33])C(C(C)C)C([O-])=O)(=O)=O)=CC=1)C#CC.[CH2:34]([O:38][C:39]1[CH:44]=[CH:43][C:42]([S:45]([N:48]([CH2:57][CH2:58][CH2:59][N:60]2[CH2:65][CH2:64][N:63]([CH3:66])[CH2:62][CH2:61]2)[CH:49]([CH:54]([CH3:56])[CH3:55])[C:50]([NH:52][OH:53])=[O:51])(=[O:47])=[O:46])=[CH:41][CH:40]=1)[C:35]#[C:36][CH3:37].Cl, predict the reaction product. The product is: [ClH:33].[CH2:34]([O:38][C:39]1[CH:40]=[CH:41][C:42]([S:45]([N:48]([CH2:57][CH2:58][CH2:59][N:60]2[CH2:61][CH2:62][N:63]([CH3:66])[CH2:64][CH2:65]2)[CH:49]([CH:54]([CH3:56])[CH3:55])[C:50]([NH:52][OH:53])=[O:51])(=[O:47])=[O:46])=[CH:43][CH:44]=1)[C:35]#[C:36][CH3:37]. (5) Given the reactants [F:1][C:2]1[C:3]([C:8]([OH:10])=[O:9])=[N:4][CH:5]=[CH:6][CH:7]=1.S(=O)(=O)(O)O.[CH2:16](O)[CH3:17], predict the reaction product. The product is: [F:1][C:2]1[C:3]([C:8]([O:10][CH2:16][CH3:17])=[O:9])=[N:4][CH:5]=[CH:6][CH:7]=1.